This data is from Reaction yield outcomes from USPTO patents with 853,638 reactions. The task is: Predict the reaction yield, written as a fraction of the theoretical maximum amount of product (1.0 means a 100% yield; for example, 0.34 means a 34% yield). The reactants are [CH3:1][O:2][C:3](=[O:27])[C:4]1[C:5](=[C:10]([CH3:26])[C:11]([O:18][S:19]([C:22]([F:25])([F:24])[F:23])(=[O:21])=[O:20])=[CH:12][C:13]=1[O:14]CC=C)[C:6]([O:8][CH3:9])=[O:7].C(NCC)C. The catalyst is C1(C)C=CC=CC=1. The product is [CH3:1][O:2][C:3](=[O:27])[C:4]1[C:5](=[C:10]([CH3:26])[C:11]([O:18][S:19]([C:22]([F:23])([F:25])[F:24])(=[O:21])=[O:20])=[CH:12][C:13]=1[OH:14])[C:6]([O:8][CH3:9])=[O:7]. The yield is 0.550.